This data is from Full USPTO retrosynthesis dataset with 1.9M reactions from patents (1976-2016). The task is: Predict the reactants needed to synthesize the given product. (1) Given the product [Cl:16][N:4]1[C:3]([CH2:2][Cl:1])([CH3:10])[CH2:7][N:6]([CH3:8])[C:5]1=[O:9], predict the reactants needed to synthesize it. The reactants are: [Cl:1][CH2:2][C:3]1([CH3:10])[CH2:7][N:6]([CH3:8])[C:5](=[O:9])[NH:4]1.C(O[Cl:16])(C)(C)C. (2) Given the product [Cl:7][C:8]1[CH:9]=[CH:10][N:11]=[CH:12][C:13]=1[CH2:14][OH:15], predict the reactants needed to synthesize it. The reactants are: B.O1CCCC1.[Cl:7][C:8]1[C:13]([C:14](O)=[O:15])=[CH:12][N:11]=[CH:10][CH:9]=1.Cl. (3) Given the product [CH3:28][C:20]1[C:21]([C:25]([N:56]2[CH2:61][CH2:60][CH:59]([N:62]3[CH2:67][CH2:66][O:65][CH2:64][CH2:63]3)[CH2:58][CH2:57]2)=[O:27])=[C:22]([CH3:24])[NH:23][C:19]=1/[CH:18]=[C:10]1\[C:11](=[O:17])[NH:12][C:13]2[C:9]\1=[C:8]([C:4]1[CH:5]=[CH:6][CH:7]=[C:2]([F:1])[CH:3]=1)[CH:16]=[CH:15][CH:14]=2, predict the reactants needed to synthesize it. The reactants are: [F:1][C:2]1[CH:3]=[C:4]([C:8]2[CH:16]=[CH:15][CH:14]=[C:13]3[C:9]=2/[C:10](=[CH:18]/[C:19]2[NH:23][C:22]([CH3:24])=[C:21]([C:25]([OH:27])=O)[C:20]=2[CH3:28])/[C:11](=[O:17])[NH:12]3)[CH:5]=[CH:6][CH:7]=1.F[P-](F)(F)(F)(F)F.N1(O[P+](N(C)C)(N(C)C)N(C)C)C2C=CC=CC=2N=N1.[NH:56]1[CH2:61][CH2:60][CH:59]([N:62]2[CH2:67][CH2:66][O:65][CH2:64][CH2:63]2)[CH2:58][CH2:57]1.[Li+].[Cl-].